The task is: Predict the reaction yield, written as a fraction of the theoretical maximum amount of product (1.0 means a 100% yield; for example, 0.34 means a 34% yield).. This data is from Reaction yield outcomes from USPTO patents with 853,638 reactions. (1) The reactants are [CH3:1][O:2][C:3]1[CH:4]=[C:5]2[C:10](=[CH:11][CH:12]=1)[O:9][C:8](=[O:13])[CH2:7][CH2:6]2.[H-].C([Al+]CC(C)C)C(C)C.C(OCC)(=O)C.[C@H](O)(C([O-])=O)[C@@H](O)C([O-])=O.[Na+].[K+]. The catalyst is ClCCl.C1(C)C=CC=CC=1. The product is [CH3:1][O:2][C:3]1[CH:4]=[C:5]2[C:10](=[CH:11][CH:12]=1)[O:9][CH:8]([OH:13])[CH2:7][CH2:6]2. The yield is 0.780. (2) The reactants are C[Si](C)(C)[N:3]1[CH:6]([C:7]2[CH:12]=[CH:11][CH:10]=[CH:9][CH:8]=2)[CH:5]([O:13][Si:14]([CH3:17])([CH3:16])[CH3:15])[C:4]1=[O:18].C(N(CC)CC)C.CO. No catalyst specified. The product is [CH3:15][Si:14]([CH3:17])([CH3:16])[O:13][C@H:5]1[C@@H:6]([C:7]2[CH:12]=[CH:11][CH:10]=[CH:9][CH:8]=2)[NH:3][C:4]1=[O:18]. The yield is 0.870.